Dataset: Forward reaction prediction with 1.9M reactions from USPTO patents (1976-2016). Task: Predict the product of the given reaction. (1) Given the reactants [Cl:1][C:2]1[C:11]2[C:6](=[CH:7][CH:8]=[C:9]([S:12][CH:13]3[CH2:18][CH2:17][O:16][CH2:15][CH2:14]3)[CH:10]=2)[N:5]=[CH:4][CH:3]=1.[OH:19]OS([O-])=O.[K+].[OH2:25], predict the reaction product. The product is: [Cl:1][C:2]1[C:11]2[C:6](=[CH:7][CH:8]=[C:9]([S:12]([CH:13]3[CH2:18][CH2:17][O:16][CH2:15][CH2:14]3)(=[O:19])=[O:25])[CH:10]=2)[N:5]=[CH:4][CH:3]=1. (2) Given the reactants N1C=C[CH:4]=[CH:3][CH:2]=1.[CH2:7]([O:9][C:10](=[O:26])[C:11]1[CH:23]=[C:22]([CH2:24][OH:25])[CH:21]=[C:13]([C:14]([N:16]([CH3:20])[CH2:17][CH2:18][CH3:19])=[O:15])[CH:12]=1)[CH3:8], predict the reaction product. The product is: [CH2:7]([O:9][C:10](=[O:26])[C:11]1[CH:23]=[C:22]([CH2:24][O:25][CH:3]([CH3:4])[CH3:2])[CH:21]=[C:13]([C:14]([N:16]([CH3:20])[CH2:17][CH2:18][CH3:19])=[O:15])[CH:12]=1)[CH3:8].